From a dataset of NCI-60 drug combinations with 297,098 pairs across 59 cell lines. Regression. Given two drug SMILES strings and cell line genomic features, predict the synergy score measuring deviation from expected non-interaction effect. (1) Drug 1: CN(C)C1=NC(=NC(=N1)N(C)C)N(C)C. Drug 2: CNC(=O)C1=NC=CC(=C1)OC2=CC=C(C=C2)NC(=O)NC3=CC(=C(C=C3)Cl)C(F)(F)F. Cell line: COLO 205. Synergy scores: CSS=34.2, Synergy_ZIP=7.74, Synergy_Bliss=3.10, Synergy_Loewe=-31.0, Synergy_HSA=-2.30. (2) Drug 1: C1CCC(C1)C(CC#N)N2C=C(C=N2)C3=C4C=CNC4=NC=N3. Drug 2: CCN(CC)CCNC(=O)C1=C(NC(=C1C)C=C2C3=C(C=CC(=C3)F)NC2=O)C. Cell line: NCI-H322M. Synergy scores: CSS=1.61, Synergy_ZIP=1.21, Synergy_Bliss=2.16, Synergy_Loewe=0.00999, Synergy_HSA=-0.0142. (3) Drug 1: C1C(C(OC1N2C=C(C(=O)NC2=O)F)CO)O. Drug 2: C1C(C(OC1N2C=NC(=NC2=O)N)CO)O. Cell line: MCF7. Synergy scores: CSS=22.3, Synergy_ZIP=-5.90, Synergy_Bliss=-4.95, Synergy_Loewe=-13.9, Synergy_HSA=-1.23. (4) Drug 1: CCC1(CC2CC(C3=C(CCN(C2)C1)C4=CC=CC=C4N3)(C5=C(C=C6C(=C5)C78CCN9C7C(C=CC9)(C(C(C8N6C)(C(=O)OC)O)OC(=O)C)CC)OC)C(=O)OC)O.OS(=O)(=O)O. Drug 2: C1=CN(C=N1)CC(O)(P(=O)(O)O)P(=O)(O)O. Cell line: UACC62. Synergy scores: CSS=2.95, Synergy_ZIP=-2.13, Synergy_Bliss=-3.59, Synergy_Loewe=-0.754, Synergy_HSA=-2.10.